From a dataset of Full USPTO retrosynthesis dataset with 1.9M reactions from patents (1976-2016). Predict the reactants needed to synthesize the given product. (1) The reactants are: [CH3:1][CH:2]([NH:4][CH2:5][CH:6]([OH:23])[CH2:7][O:8][C:9]1[CH:10]=[CH:11][C:12]([CH2:15][O:16][CH2:17][CH2:18][O:19][CH:20]([CH3:22])[CH3:21])=[CH:13][CH:14]=1)[CH3:3].C(/C(O)=O)=C\C(O)=O. Given the product [CH3:3][CH:2]([NH:4][CH2:5][CH:6]([OH:23])[CH2:7][O:8][C:9]1[CH:10]=[CH:11][C:12]([CH2:15][O:16][CH2:17][CH2:18][O:19][CH:20]([CH3:22])[CH3:21])=[CH:13][CH:14]=1)[CH3:1], predict the reactants needed to synthesize it. (2) Given the product [CH3:24][O:23][CH2:22][CH2:21][CH2:20][N:6]1[C:14]2[C:9](=[CH:10][CH:11]=[CH:12][CH:13]=2)[C:8]([CH:15]=[O:16])=[CH:7]1, predict the reactants needed to synthesize it. The reactants are: CN(C=O)C.[NH:6]1[C:14]2[C:9](=[CH:10][CH:11]=[CH:12][CH:13]=2)[C:8]([CH:15]=[O:16])=[CH:7]1.[H-].[Na+].Br[CH2:20][CH2:21][CH2:22][O:23][CH3:24].